From a dataset of Full USPTO retrosynthesis dataset with 1.9M reactions from patents (1976-2016). Predict the reactants needed to synthesize the given product. (1) Given the product [F:21][C:22]([F:27])([F:26])[C:23]([OH:25])=[O:24].[NH2:7][CH:8]([CH2:9][CH3:10])[C@@H:11]([C:13]1[N:17]=[C:16]([CH2:18][CH3:19])[O:15][N:14]=1)[OH:12], predict the reactants needed to synthesize it. The reactants are: C(OC(=O)[NH:7][C@H:8]([CH:11]([C:13]1[N:17]=[C:16]([CH2:18][CH3:19])[O:15][N:14]=1)[OH:12])[CH2:9][CH3:10])(C)(C)C.[F:21][C:22]([F:27])([F:26])[C:23]([OH:25])=[O:24]. (2) Given the product [NH2:9][CH:3]([C:1]#[N:2])[C:4]([O:6][CH2:7][CH3:8])=[O:5], predict the reactants needed to synthesize it. The reactants are: [C:1](/[C:3](=[N:9]\O)/[C:4]([O:6][CH2:7][CH3:8])=[O:5])#[N:2].C(=O)(O)[O-].[Na+].S(S([O-])=O)([O-])=O.[Na+].[Na+]. (3) Given the product [F:26][C:25]([F:28])([F:27])[C:23]([OH:29])=[O:24].[NH2:20][C:18]1[C:19]([CH:23]=[O:24])=[C:14]([N:11]2[CH2:10][CH2:9][NH:8][CH2:13][CH2:12]2)[N:15]=[CH:16][N:17]=1, predict the reactants needed to synthesize it. The reactants are: C(OC([N:8]1[CH2:13][CH2:12][N:11]([C:14]2[CH:19]=[C:18]([NH2:20])[N:17]=[C:16](C=O)[N:15]=2)[CH2:10][CH2:9]1)=O)(C)(C)C.[C:23]([OH:29])([C:25]([F:28])([F:27])[F:26])=[O:24].C(Cl)Cl. (4) Given the product [CH3:20][N:21]1[CH2:26][CH2:25][N:24]([C:27]2[CH:34]=[CH:33][C:30]([C:31]3[NH:1][C:2]4=[N:3][CH:4]=[CH:5][C:6]([NH:9][C@@H:10]5[C@@H:15]6[CH2:16][C@@H:12]([CH:13]=[CH:14]6)[C@@H:11]5[C:17]([NH2:19])=[O:18])=[C:7]4[N:8]=3)=[CH:29][CH:28]=2)[CH2:23][CH2:22]1, predict the reactants needed to synthesize it. The reactants are: [NH2:1][C:2]1[C:7]([NH2:8])=[C:6]([NH:9][C@@H:10]2[C@@H:15]3[CH2:16][C@@H:12]([CH:13]=[CH:14]3)[C@@H:11]2[C:17]([NH2:19])=[O:18])[CH:5]=[CH:4][N:3]=1.[CH3:20][N:21]1[CH2:26][CH2:25][N:24]([C:27]2[CH:34]=[CH:33][C:30]([CH:31]=O)=[CH:29][CH:28]=2)[CH2:23][CH2:22]1. (5) Given the product [ClH:45].[F:1][C:2]1[CH:7]=[CH:6][CH:5]=[CH:4][C:3]=1[C:8]1[N:9]=[C:10]([CH2:29][NH:30][CH3:31])[S:11][C:12]=1[S:13]([C:16]1[CH:21]=[CH:20][CH:19]=[C:18]([C:22]([N:24]2[CH2:25][CH2:26][CH2:27][CH2:28]2)=[O:23])[CH:17]=1)(=[O:15])=[O:14], predict the reactants needed to synthesize it. The reactants are: [F:1][C:2]1[CH:7]=[CH:6][CH:5]=[CH:4][C:3]=1[C:8]1[N:9]=[C:10]([CH2:29][N:30](C)[C:31](=O)OC(C)(C)C)[S:11][C:12]=1[S:13]([C:16]1[CH:21]=[CH:20][CH:19]=[C:18]([C:22]([N:24]2[CH2:28][CH2:27][CH2:26][CH2:25]2)=[O:23])[CH:17]=1)(=[O:15])=[O:14].C(OCC)(=O)C.[ClH:45]. (6) Given the product [CH3:29][C:28]1[C:23]([N:20]2[CH2:21][CH2:22][N:17]([C:15]([C:12]3[N:13]=[CH:14][C:9]([N:4]4[CH2:5][CH2:6][N:2]([CH3:1])[C:3]4=[O:7])=[CH:10][CH:11]=3)=[O:16])[CH2:18][CH2:19]2)=[N:24][CH:25]=[C:26]([CH3:30])[CH:27]=1, predict the reactants needed to synthesize it. The reactants are: [CH3:1][N:2]1[CH2:6][CH2:5][NH:4][C:3]1=[O:7].Br[C:9]1[CH:10]=[CH:11][C:12]([C:15]([N:17]2[CH2:22][CH2:21][N:20]([C:23]3[C:28]([CH3:29])=[CH:27][C:26]([CH3:30])=[CH:25][N:24]=3)[CH2:19][CH2:18]2)=[O:16])=[N:13][CH:14]=1.